From a dataset of Forward reaction prediction with 1.9M reactions from USPTO patents (1976-2016). Predict the product of the given reaction. (1) Given the reactants [Cl:1][C:2]1[CH:11]=[N:10][C:9]2[C:4](=[C:5](C(F)(F)F)[CH:6]=[CH:7][CH:8]=2)[N:3]=1.[F:16][C:17]1[CH:18]=[C:19]([NH2:24])[C:20]([NH2:23])=[CH:21][CH:22]=1, predict the reaction product. The product is: [Cl:1][C:2]1[CH:11]=[N:10][C:9]2[C:4](=[CH:5][C:6]([F:16])=[CH:7][CH:8]=2)[N:3]=1.[Cl:1][C:2]1[CH:11]=[N:24][C:19]2[C:20](=[CH:21][CH:22]=[C:17]([F:16])[CH:18]=2)[N:23]=1. (2) Given the reactants CN(C=O)C.S(Cl)([Cl:8])=O.N1C=CC=CC=1.[CH2:16]([O:25][C:26]1[CH:27]=[C:28]([CH:31]=[C:32]([O:34][CH2:35][CH2:36][CH2:37][CH2:38][CH2:39][CH2:40][CH2:41][CH2:42][CH3:43])[CH:33]=1)[CH2:29]O)[CH2:17][CH2:18][CH2:19][CH2:20][CH2:21][CH2:22][CH2:23][CH3:24], predict the reaction product. The product is: [CH2:16]([O:25][C:26]1[CH:27]=[C:28]([CH:31]=[C:32]([O:34][CH2:35][CH2:36][CH2:37][CH2:38][CH2:39][CH2:40][CH2:41][CH2:42][CH3:43])[CH:33]=1)[CH2:29][Cl:8])[CH2:17][CH2:18][CH2:19][CH2:20][CH2:21][CH2:22][CH2:23][CH3:24]. (3) Given the reactants [F:1][C:2]1[CH:3]=[CH:4][C:5]2[O:9][CH2:8][C:7](=O)[C:6]=2[CH:11]=1.[CH2:12]([O:14][C:15]([N:17]1[CH2:22][CH2:21][NH:20][CH2:19][CH2:18]1)=[O:16])[CH3:13], predict the reaction product. The product is: [CH2:12]([O:14][C:15]([N:17]1[CH2:18][CH2:19][N:20]([C:7]2[C:6]3[CH:11]=[C:2]([F:1])[CH:3]=[CH:4][C:5]=3[O:9][CH:8]=2)[CH2:21][CH2:22]1)=[O:16])[CH3:13]. (4) Given the reactants [Br:1][C:2]1[CH:13]=[CH:12][C:5]([C:6](N(OC)C)=[O:7])=[C:4]([Cl:14])[CH:3]=1.[CH:15]1([Mg]Br)[CH2:17][CH2:16]1.[Cl-].[NH4+], predict the reaction product. The product is: [Br:1][C:2]1[CH:13]=[CH:12][C:5]([C:6]([CH:15]2[CH2:17][CH2:16]2)=[O:7])=[C:4]([Cl:14])[CH:3]=1. (5) Given the reactants FC(F)(F)S([O:6][Si:7]([C:10]([CH3:13])([CH3:12])[CH3:11])([CH3:9])[CH3:8])(=O)=O.[Cl:16][C:17]1[CH:18]=[C:19]([C@@H:23]2[C@@H:28]([C:29]3[CH:34]=[CH:33][C:32]([Cl:35])=[CH:31][CH:30]=3)[N:27]([C@@H:36]([CH2:50][CH3:51])[CH2:37]OCC3C=CC(OC)=C(OC)C=3)[C:26](=[O:52])[CH2:25][O:24]2)[CH:20]=[CH:21][CH:22]=1.C(N(CC)CC)C, predict the reaction product. The product is: [Si:7]([O:6][CH2:37][C@@H:36]([N:27]1[C@H:28]([C:29]2[CH:30]=[CH:31][C:32]([Cl:35])=[CH:33][CH:34]=2)[C@@H:23]([C:19]2[CH:20]=[CH:21][CH:22]=[C:17]([Cl:16])[CH:18]=2)[O:24][CH2:25][C:26]1=[O:52])[CH2:50][CH3:51])([C:10]([CH3:13])([CH3:12])[CH3:11])([CH3:9])[CH3:8].